Dataset: Peptide-MHC class II binding affinity with 134,281 pairs from IEDB. Task: Regression. Given a peptide amino acid sequence and an MHC pseudo amino acid sequence, predict their binding affinity value. This is MHC class II binding data. (1) The peptide sequence is EVDMTPADALDDFDL. The MHC is HLA-DQA10501-DQB10301 with pseudo-sequence HLA-DQA10501-DQB10301. The binding affinity (normalized) is 0.509. (2) The peptide sequence is FDSTKEEFIRLLKNR. The MHC is DRB1_0101 with pseudo-sequence DRB1_0101. The binding affinity (normalized) is 0.509. (3) The peptide sequence is VAWQVKLLPVPPTVT. The MHC is HLA-DQA10101-DQB10501 with pseudo-sequence HLA-DQA10101-DQB10501. The binding affinity (normalized) is 0.219. (4) The peptide sequence is GPLIEGNTSLLWNGP. The MHC is HLA-DQA10501-DQB10402 with pseudo-sequence HLA-DQA10501-DQB10402. The binding affinity (normalized) is 0. (5) The peptide sequence is LRIKSYEDAKSPLTA. The MHC is HLA-DPA10201-DPB10101 with pseudo-sequence HLA-DPA10201-DPB10101. The binding affinity (normalized) is 0.101. (6) The peptide sequence is FTVFEAAFNNAIKAG. The MHC is DRB1_1501 with pseudo-sequence DRB1_1501. The binding affinity (normalized) is 0.165. (7) The peptide sequence is AWATAGTTVYGAFAA. The MHC is HLA-DQA10102-DQB10602 with pseudo-sequence HLA-DQA10102-DQB10602. The binding affinity (normalized) is 0.952. (8) The peptide sequence is LTQPLQQLTSLFSQV. The MHC is DRB3_0202 with pseudo-sequence DRB3_0202. The binding affinity (normalized) is 0. (9) The peptide sequence is WLLIEVLKGMKTTSE. The MHC is DRB4_0101 with pseudo-sequence DRB4_0103. The binding affinity (normalized) is 0.528. (10) The peptide sequence is AAVVRFQEAANKQKQ. The MHC is HLA-DQA10201-DQB10202 with pseudo-sequence HLA-DQA10201-DQB10202. The binding affinity (normalized) is 0.